Task: Predict the reactants needed to synthesize the given product.. Dataset: Full USPTO retrosynthesis dataset with 1.9M reactions from patents (1976-2016) (1) Given the product [CH3:8][N:7]([C:12]1[C:21]2[C:16](=[CH:17][CH:18]=[CH:19][CH:20]=2)[N:15]=[C:14]([CH3:22])[N:13]=1)[C:6]1[CH:9]=[CH:10][C:3]([C:1]#[N:2])=[CH:4][CH:5]=1, predict the reactants needed to synthesize it. The reactants are: [C:1]([C:3]1[CH:10]=[CH:9][C:6]([NH:7][CH3:8])=[CH:5][CH:4]=1)#[N:2].Cl[C:12]1[C:21]2[C:16](=[CH:17][CH:18]=[CH:19][CH:20]=2)[N:15]=[C:14]([CH3:22])[N:13]=1.CC([O-])=O.[Na+]. (2) Given the product [O:19]1[C:23]2[CH:24]=[CH:25][CH:26]=[CH:27][C:22]=2[N:21]=[C:20]1[C:28]1[C:29]([NH2:40])=[N:30][CH:31]=[C:32]([C:34]#[CH:35])[CH:33]=1, predict the reactants needed to synthesize it. The reactants are: [F-].C([N+](CCCC)(CCCC)CCCC)CCC.[O:19]1[C:23]2[CH:24]=[CH:25][CH:26]=[CH:27][C:22]=2[N:21]=[C:20]1[C:28]1[C:29]([NH2:40])=[N:30][CH:31]=[C:32]([C:34]#[C:35][Si](C)(C)C)[CH:33]=1. (3) The reactants are: [OH-].[Na+].[OH:3][C:4]1[CH:13]=[CH:12][C:7]([C:8]([O:10]C)=[O:9])=[CH:6][CH:5]=1.Br[CH2:15][CH2:16][CH2:17][CH:18]=[CH2:19]. Given the product [CH2:19]([O:3][C:4]1[CH:13]=[CH:12][C:7]([C:8]([OH:10])=[O:9])=[CH:6][CH:5]=1)[CH2:18][CH2:17][CH:16]=[CH2:15], predict the reactants needed to synthesize it. (4) Given the product [CH3:1][O:2][C:3]1[N:8]=[CH:7][C:6]([N:9]2[C:10]3[C:11](=[CH:14][CH:15]=[CH:16][N:17]=3)[CH:12]=[C:19]([C:20]([O:22][CH2:23][CH3:24])=[O:21])[C:18]2=[O:25])=[CH:5][CH:4]=1, predict the reactants needed to synthesize it. The reactants are: [CH3:1][O:2][C:3]1[N:8]=[CH:7][C:6]([NH:9][C:10]2[N:17]=[CH:16][CH:15]=[CH:14][C:11]=2[CH:12]=O)=[CH:5][CH:4]=1.[C:18](OCC)(=[O:25])[CH2:19][C:20]([O:22][CH2:23][CH3:24])=[O:21].N1CCCCC1. (5) Given the product [C:9]1([CH3:8])[CH:10]=[CH:11][C:7]([S:24]([OH:27])(=[O:26])=[O:25])=[CH:12][CH:16]=1, predict the reactants needed to synthesize it. The reactants are: N1([C:7]2[CH2:11][CH2:10][CH2:9][CH:8]=2)CCCCC1.[C:12]1(=O)[CH2:16]CCC1.N1CCCCC1.[S:24]([O-])([O-:27])(=[O:26])=[O:25].[Mg+2]. (6) The reactants are: Br[C:2]1[CH:3]=[C:4]([CH2:10][NH:11][C:12]([C:14]2[CH:19]=[CH:18][CH:17]=[C:16]([C:20]([NH:22][CH2:23][C:24]3[C:25]([NH:37][CH:38]4[CH2:43][CH2:42][O:41][CH2:40][CH2:39]4)=[C:26]4[CH:34]=[N:33][N:32]([CH2:35][CH3:36])[C:27]4=[N:28][C:29]=3[CH2:30][CH3:31])=[O:21])[N:15]=2)=[O:13])[CH:5]=[CH:6][C:7]=1[O:8][CH3:9].[CH:44]([C:46]1[CH:47]=[C:48](B(O)O)[CH:49]=[CH:50][CH:51]=1)=[O:45].C([O-])([O-])=O.[Na+].[Na+]. Given the product [CH2:35]([N:32]1[C:27]2=[N:28][C:29]([CH2:30][CH3:31])=[C:24]([CH2:23][NH:22][C:20]([C:16]3[CH:17]=[CH:18][CH:19]=[C:14]([C:12]([NH:11][CH2:10][C:4]4[CH:3]=[C:2]([C:50]5[CH:49]=[CH:48][CH:47]=[C:46]([CH:44]=[O:45])[CH:51]=5)[C:7]([O:8][CH3:9])=[CH:6][CH:5]=4)=[O:13])[N:15]=3)=[O:21])[C:25]([NH:37][CH:38]3[CH2:43][CH2:42][O:41][CH2:40][CH2:39]3)=[C:26]2[CH:34]=[N:33]1)[CH3:36], predict the reactants needed to synthesize it. (7) Given the product [CH:1]1([CH2:4][O:5][C:6]2[C:11]([O:12][CH3:13])=[CH:10][CH:9]=[CH:8][C:7]=2/[CH:14]=[CH:15]/[C:16]2[N:17]=[C:18]3[N:22]([C:23]=2[C:24]([OH:26])=[O:25])[CH:21]=[CH:20][S:19]3)[CH2:3][CH2:2]1, predict the reactants needed to synthesize it. The reactants are: [CH:1]1([CH2:4][O:5][C:6]2[C:11]([O:12][CH3:13])=[CH:10][CH:9]=[CH:8][C:7]=2/[CH:14]=[CH:15]/[C:16]2[N:17]=[C:18]3[N:22]([C:23]=2[C:24]([O:26]CC)=[O:25])[CH:21]=[CH:20][S:19]3)[CH2:3][CH2:2]1.O[Li].O.Cl.